Dataset: Forward reaction prediction with 1.9M reactions from USPTO patents (1976-2016). Task: Predict the product of the given reaction. (1) Given the reactants [NH:1]([C:8]1[CH:13]=[CH:12][CH:11]=[CH:10][C:9]=1[NH:14][CH2:15][C:16]([O:18][C:19]([CH3:22])([CH3:21])[CH3:20])=[O:17])[C:2]1[CH:7]=[CH:6][CH:5]=[CH:4][CH:3]=1.[C:23](Cl)(=[O:28])[CH2:24][C:25](Cl)=[O:26], predict the reaction product. The product is: [O:26]=[C:25]1[N:14]([CH2:15][C:16]([O:18][C:19]([CH3:22])([CH3:21])[CH3:20])=[O:17])[C:9]2[CH:10]=[CH:11][CH:12]=[CH:13][C:8]=2[N:1]([C:2]2[CH:3]=[CH:4][CH:5]=[CH:6][CH:7]=2)[C:23](=[O:28])[CH2:24]1. (2) Given the reactants [F:1][C:2]1[CH:7]=[CH:6][C:5]([CH2:8][C:9]2[CH:18]=[C:17]3[C:12]([C:13]([OH:33])=[C:14]([C:28](OCC)=[O:29])[C:15](=[O:27])[N:16]3[CH2:19][C:20](=[O:26])[N:21]3[CH2:25][CH2:24][CH2:23][CH2:22]3)=[N:11][CH:10]=2)=[CH:4][CH:3]=1.[CH2:34]([O:36][CH2:37][CH2:38][NH2:39])[CH3:35], predict the reaction product. The product is: [CH2:34]([O:36][CH2:37][CH2:38][NH:39][C:28]([C:14]1[C:15](=[O:27])[N:16]([CH2:19][C:20](=[O:26])[N:21]2[CH2:25][CH2:24][CH2:23][CH2:22]2)[C:17]2[C:12]([C:13]=1[OH:33])=[N:11][CH:10]=[C:9]([CH2:8][C:5]1[CH:4]=[CH:3][C:2]([F:1])=[CH:7][CH:6]=1)[CH:18]=2)=[O:29])[CH3:35]. (3) Given the reactants [F:1][C:2]1[CH:7]=[CH:6][CH:5]=[CH:4][C:3]=1[C:8]1[S:12][C:11]([CH2:13][N:14](C)[C:15](=O)[O:16][C:17]([CH3:20])(C)C)=[CH:10][C:9]=1[S:23]([C:26]1[CH:27]=[N:28][CH:29]=[CH:30][CH:31]=1)(=[O:25])=[O:24].[C:32]([O:35]CC)(=[O:34])[CH3:33].Cl.C([OH:41])C, predict the reaction product. The product is: [C:17]([OH:16])(=[O:41])/[CH:20]=[CH:33]/[C:32]([OH:35])=[O:34].[F:1][C:2]1[CH:7]=[CH:6][CH:5]=[CH:4][C:3]=1[C:8]1[S:12][C:11]([CH2:13][NH:14][CH3:15])=[CH:10][C:9]=1[S:23]([C:26]1[CH:27]=[N:28][CH:29]=[CH:30][CH:31]=1)(=[O:24])=[O:25]. (4) Given the reactants [F:1][C:2]([F:25])([F:24])[C:3]1[CH:8]=[CH:7][C:6]([S:9]([O:12][C:13]2[CH:18]=[CH:17][CH:16]=[CH:15][C:14]=2[CH:19]2[CH2:21][CH:20]2[CH2:22][OH:23])(=[O:11])=[O:10])=[CH:5][CH:4]=1.C(Cl)(Cl)(Cl)Cl.C(#N)C.I([O-])(=O)(=O)=[O:35].[Na+], predict the reaction product. The product is: [F:25][C:2]([F:24])([F:1])[C:3]1[CH:8]=[CH:7][C:6]([S:9]([O:12][C:13]2[CH:18]=[CH:17][CH:16]=[CH:15][C:14]=2[CH:19]2[CH2:21][CH:20]2[C:22]([OH:35])=[O:23])(=[O:10])=[O:11])=[CH:5][CH:4]=1. (5) Given the reactants [Br:1][C:2]1[CH:3]=[N:4][C:5]2[N:6]([N:8]=[C:9]([C:11]([OH:13])=O)[CH:10]=2)[CH:7]=1.[CH3:14][CH:15]1[NH:24][CH2:23][CH2:22][C:21]2[N:20]=[CH:19][CH:18]=[CH:17][C:16]1=2, predict the reaction product. The product is: [Br:1][C:2]1[CH:3]=[N:4][C:5]2[N:6]([N:8]=[C:9]([C:11]([N:24]3[CH2:23][CH2:22][C:21]4[N:20]=[CH:19][CH:18]=[CH:17][C:16]=4[CH:15]3[CH3:14])=[O:13])[CH:10]=2)[CH:7]=1.